This data is from Forward reaction prediction with 1.9M reactions from USPTO patents (1976-2016). The task is: Predict the product of the given reaction. (1) Given the reactants [Br:1][C:2]1[CH:3]=[C:4]([C:8]([O:10]C2C(F)=C(F)C(F)=C(F)C=2F)=O)[NH:5][C:6]=1[CH3:7].Cl.[NH2:23][CH:24]1[CH2:29][CH2:28][N:27]([C:30]2[CH:31]=[C:32]([CH:37]=[C:38]([Cl:40])[N:39]=2)[C:33]([O:35][CH3:36])=[O:34])[CH2:26][CH2:25]1, predict the reaction product. The product is: [Br:1][C:2]1[CH:3]=[C:4]([C:8]([NH:23][CH:24]2[CH2:25][CH2:26][N:27]([C:30]3[CH:31]=[C:32]([CH:37]=[C:38]([Cl:40])[N:39]=3)[C:33]([O:35][CH3:36])=[O:34])[CH2:28][CH2:29]2)=[O:10])[NH:5][C:6]=1[CH3:7]. (2) Given the reactants Cl[C:2]1[CH:3]=[C:4]([C:12]([F:15])([F:14])[F:13])[C:5]2[N:6]([C:8]([NH2:11])=[N:9][N:10]=2)[N:7]=1.[O-:16][CH2:17][CH3:18].[Na+].O.[CH2:21]([OH:23])[CH3:22], predict the reaction product. The product is: [CH2:17]([O:16][C:2]1[CH:3]=[C:4]([C:12]([F:15])([F:14])[F:13])[C:5]2[N:6]([C:8]([NH2:11])=[N:9][N:10]=2)[N:7]=1)[CH3:18].[CH2:17]([O:16][C:2]1[CH:3]=[C:4]([C:12]([O:23][CH2:21][CH3:22])([F:15])[F:13])[C:5]2[N:6]([C:8]([NH2:11])=[N:9][N:10]=2)[N:7]=1)[CH3:18].